The task is: Predict the reaction yield, written as a fraction of the theoretical maximum amount of product (1.0 means a 100% yield; for example, 0.34 means a 34% yield).. This data is from Reaction yield outcomes from USPTO patents with 853,638 reactions. (1) The reactants are [F:1][C:2]1[CH:7]=[CH:6][C:5]([CH2:8][C:9]([N:11]2[CH2:15][CH:14]([O:16][C:17](=[O:22])[C:18]([CH3:21])([CH3:20])[CH3:19])[CH2:13][NH:12]2)=[O:10])=[CH:4][CH:3]=1.[CH3:23][S:24]([C:27]1[N:32]=[C:31]([C:33](Cl)=[O:34])[CH:30]=[CH:29][N:28]=1)(=O)=O.[OH-].[Na+]. The catalyst is ClCCl. The product is [F:1][C:2]1[CH:7]=[CH:6][C:5]([CH2:8][C:9]([N:11]2[CH2:15][CH:14]([O:16][C:17](=[O:22])[C:18]([CH3:19])([CH3:21])[CH3:20])[CH2:13][N:12]2[C:33]([C:31]2[CH:30]=[CH:29][N:28]=[C:27]([S:24][CH3:23])[N:32]=2)=[O:34])=[O:10])=[CH:4][CH:3]=1. The yield is 0.966. (2) The reactants are CCN(C(C)C)C(C)C.[F:10][C:11]1[CH:16]=[CH:15][C:14]([C:17]([OH:19])=O)=[CH:13][N:12]=1.Cl.[CH3:21][NH:22][O:23][CH3:24].C(P(=O)(OCC)OCC)#N. The catalyst is C(Cl)Cl. The product is [F:10][C:11]1[CH:16]=[CH:15][C:14]([C:17]([N:22]([O:23][CH3:24])[CH3:21])=[O:19])=[CH:13][N:12]=1. The yield is 0.990. (3) The reactants are [F:1][C:2]1[CH:7]=[C:6]([F:8])[CH:5]=[CH:4][C:3]=1[C@:9]([OH:26])([C@H:16]([N:18]1[CH:22]=[C:21]([N+:23]([O-])=O)[CH:20]=[N:19]1)[CH3:17])[CH2:10][N:11]1[CH:15]=[N:14][CH:13]=[N:12]1. The catalyst is CO.[Pd]. The product is [NH2:23][C:21]1[CH:20]=[N:19][N:18]([C@H:16]([CH3:17])[C@:9]([C:3]2[CH:4]=[CH:5][C:6]([F:8])=[CH:7][C:2]=2[F:1])([OH:26])[CH2:10][N:11]2[CH:15]=[N:14][CH:13]=[N:12]2)[CH:22]=1. The yield is 0.870. (4) The reactants are [BH4-].[Na+].[C:3]([C:6]1[CH:10]=[C:9]([C:11]([NH:13][C@@H:14]([CH3:31])[CH2:15][N:16]2[CH:20]=[CH:19][C:18]([C:21]3[CH:26]=[C:25]([F:27])[C:24]([C:28]#[N:29])=[C:23]([Cl:30])[CH:22]=3)=[N:17]2)=[O:12])[NH:8][N:7]=1)(=[O:5])[CH3:4].Cl. The catalyst is C(O)C. The product is [Cl:30][C:23]1[CH:22]=[C:21]([C:18]2[CH:19]=[CH:20][N:16]([CH2:15][C@@H:14]([NH:13][C:11]([C:9]3[NH:8][N:7]=[C:6]([CH:3]([OH:5])[CH3:4])[CH:10]=3)=[O:12])[CH3:31])[N:17]=2)[CH:26]=[C:25]([F:27])[C:24]=1[C:28]#[N:29]. The yield is 0.575. (5) The reactants are [Br:1][C:2]1[CH:3]=[C:4]([C:8]2([C:15]3[CH:20]=[CH:19][N:18]=[CH:17][CH:16]=3)[C:12](=S)S[C:10](=[S:14])[NH:9]2)[CH:5]=[CH:6][CH:7]=1.Cl.Cl.[F:23][C:24]([F:29])([CH2:27][NH2:28])[CH2:25][NH2:26].C(N(CC)CC)C. The catalyst is C(O)C. The product is [Br:1][C:2]1[CH:3]=[C:4]([C:8]2([C:15]3[CH:20]=[CH:19][N:18]=[CH:17][CH:16]=3)[C:12]3=[N:26][CH2:25][C:24]([F:29])([F:23])[CH2:27][N:28]3[C:10](=[S:14])[NH:9]2)[CH:5]=[CH:6][CH:7]=1. The yield is 0.730. (6) The reactants are [N:1]1[CH:6]=[CH:5][C:4]([CH2:7][OH:8])=[CH:3][CH:2]=1.[Si:9](Cl)([C:12]([CH3:15])([CH3:14])[CH3:13])([CH3:11])[CH3:10].N1C=CN=C1.O. The catalyst is CN(C)C=O. The product is [Si:9]([O:8][CH2:7][C:4]1[CH:5]=[CH:6][N:1]=[CH:2][CH:3]=1)([C:12]([CH3:15])([CH3:14])[CH3:13])([CH3:11])[CH3:10]. The yield is 1.00. (7) The reactants are [CH3:1][O:2][C:3]1[CH:8]=[CH:7][C:6]([SH:9])=[CH:5][CH:4]=1.Cl.Cl[CH2:12][CH2:13][NH2:14].C([O-])([O-])=O.[K+].[K+].C(N(C(C)C)CC)(C)C. The catalyst is C1COCC1. The product is [CH3:1][O:2][C:3]1[CH:8]=[CH:7][C:6]([S:9][CH2:12][CH2:13][NH2:14])=[CH:5][CH:4]=1. The yield is 0.970. (8) The reactants are CC(OI1(OC(C)=O)(OC(C)=O)OC(=O)C2C=CC=CC1=2)=O.[Br:23][C:24]1[CH:29]=[CH:28][CH:27]=[C:26]([CH:30]([OH:37])[CH2:31][CH2:32][CH2:33][CH2:34][CH2:35][CH3:36])[CH:25]=1. No catalyst specified. The product is [Br:23][C:24]1[CH:29]=[CH:28][CH:27]=[C:26]([C:30](=[O:37])[CH2:31][CH2:32][CH2:33][CH2:34][CH2:35][CH3:36])[CH:25]=1. The yield is 0.780. (9) The reactants are C([O:5][C:6]([CH2:8][N:9]1[C:18]2[C:17]([O:19][CH3:20])=[CH:16][CH:15]=[C:14]([CH:21]=O)[C:13]=2[CH2:12][CH2:11][C:10]1=[O:23])=[O:7])(C)(C)C.[S:24]1[CH2:28][C:27](=[O:29])[NH:26][C:25]1=[O:30].N1C=CC=CC1. The catalyst is C1(C)C=CC=CC=1.C(O)(=O)C.N1CCCCC1. The product is [C:6]([CH2:8][N:9]1[C:18]2[C:13](=[C:14]([CH2:21][CH:28]3[S:24][C:25](=[O:30])[NH:26][C:27]3=[O:29])[CH:15]=[CH:16][C:17]=2[O:19][CH3:20])[CH2:12][CH2:11][C:10]1=[O:23])([OH:5])=[O:7]. The yield is 0.380.